Dataset: Catalyst prediction with 721,799 reactions and 888 catalyst types from USPTO. Task: Predict which catalyst facilitates the given reaction. (1) Reactant: [C:1]1([C:12](OCC)=[O:13])([C:7](OCC)=[O:8])[CH2:6][CH2:5][CH2:4][CH2:3][CH2:2]1.[H-].[Al+3].[Li+].[H-].[H-].[H-].[Cl-].[NH4+].Cl. Product: [OH:8][CH2:7][C:1]1([CH2:12][OH:13])[CH2:6][CH2:5][CH2:4][CH2:3][CH2:2]1. The catalyst class is: 7. (2) Reactant: Cl.[F:2][C:3]1([F:13])[CH2:7][NH:6][C@@H:5]([CH2:8][CH2:9][C:10]([OH:12])=[O:11])[CH2:4]1.Br[CH2:15][C:16]1[NH:21][C:20]([C:22]2[S:23][CH:24]=[CH:25][N:26]=2)=[N:19][C@@H:18]([C:27]2[CH:32]=[CH:31][C:30]([F:33])=[CH:29][C:28]=2[Cl:34])[C:17]=1[C:35]([O:37][CH2:38][CH3:39])=[O:36].C(=O)([O-])[O-].[K+].[K+]. Product: [Cl:34][C:28]1[CH:29]=[C:30]([F:33])[CH:31]=[CH:32][C:27]=1[C@@H:18]1[N:19]=[C:20]([C:22]2[S:23][CH:24]=[CH:25][N:26]=2)[NH:21][C:16]([CH2:15][N:6]2[CH2:7][C:3]([F:2])([F:13])[CH2:4][C@@H:5]2[CH2:8][CH2:9][C:10]([OH:12])=[O:11])=[C:17]1[C:35]([O:37][CH2:38][CH3:39])=[O:36]. The catalyst class is: 8. (3) Reactant: [CH3:1][CH:2]([C:6]1[CH:7]=[C:8]([CH:14]=[CH:15][C:16]=1[OH:17])[C:9]([O:11]CC)=[O:10])[C:3]([CH3:5])=[CH2:4].[OH-].[K+]. Product: [CH3:1][CH:2]([C:6]1[CH:7]=[C:8]([CH:14]=[CH:15][C:16]=1[OH:17])[C:9]([OH:11])=[O:10])[C:3]([CH3:5])=[CH2:4]. The catalyst class is: 24. (4) Reactant: [Cl:1][C:2]1[N:7]=[CH:6][N:5]=[C:4]([O:8][C:9]2[CH:10]=[C:11]3[C:16](=[CH:17][CH:18]=2)[C:15]([C:19](Cl)=[O:20])=[N:14][CH:13]=[CH:12]3)[CH:3]=1.N1C=CC=CC=1.[C:28]([C:32]1[CH:33]=[C:34]([NH2:45])[N:35]([C:37]2[CH:42]=[CH:41][C:40]([O:43][CH3:44])=[CH:39][CH:38]=2)[N:36]=1)([CH3:31])([CH3:30])[CH3:29].O. Product: [C:28]([C:32]1[CH:33]=[C:34]([NH:45][C:19]([C:15]2[C:16]3[C:11](=[CH:10][C:9]([O:8][C:4]4[CH:3]=[C:2]([Cl:1])[N:7]=[CH:6][N:5]=4)=[CH:18][CH:17]=3)[CH:12]=[CH:13][N:14]=2)=[O:20])[N:35]([C:37]2[CH:42]=[CH:41][C:40]([O:43][CH3:44])=[CH:39][CH:38]=2)[N:36]=1)([CH3:31])([CH3:29])[CH3:30]. The catalyst class is: 2. (5) Reactant: [C:1]([S:4][CH2:5][C:6]1[CH:11]=[C:10]([N:12]2[CH2:17][CH2:16][O:15][CH2:14][C@@H:13]2[CH3:18])[N:9]=[C:8]([C:19]2[CH:24]=[CH:23][C:22]([NH:25][C:26](=[O:30])[N:27]([CH3:29])[CH3:28])=[CH:21][CH:20]=2)[N:7]=1)(=N)N.BrC[C:33]#[N:34].[OH-].[Na+]. Product: [C:33]([CH2:1][S:4][CH2:5][C:6]1[CH:11]=[C:10]([N:12]2[CH2:17][CH2:16][O:15][CH2:14][C@@H:13]2[CH3:18])[N:9]=[C:8]([C:19]2[CH:24]=[CH:23][C:22]([NH:25][C:26](=[O:30])[N:27]([CH3:28])[CH3:29])=[CH:21][CH:20]=2)[N:7]=1)#[N:34]. The catalyst class is: 18. (6) Reactant: O.ClC1C(=O)C(C#N)=C(C#N)C(=O)C=1Cl.[C:16]([C:20]1[CH:25]=[CH:24][C:23](/[C:26](/[C:45]2[CH:50]=[CH:49][C:48]([O:51][CH3:52])=[C:47]([O:53]CC3C=CC(OC)=CC=3)[N:46]=2)=[CH:27]\[C@@H:28]2[N:32]([CH2:33][C:34]3[CH:39]=[CH:38][C:37]([O:40][CH3:41])=[CH:36][C:35]=3[O:42][CH3:43])[C:31](=[O:44])[CH2:30][CH2:29]2)=[CH:22][CH:21]=1)([CH3:19])([CH3:18])[CH3:17]. Product: [C:16]([C:20]1[CH:21]=[CH:22][C:23](/[C:26](/[C:45]2[NH:46][C:47](=[O:53])[C:48]([O:51][CH3:52])=[CH:49][CH:50]=2)=[CH:27]\[C@H:28]2[CH2:29][CH2:30][C:31](=[O:44])[N:32]2[CH2:33][C:34]2[CH:39]=[CH:38][C:37]([O:40][CH3:41])=[CH:36][C:35]=2[O:42][CH3:43])=[CH:24][CH:25]=1)([CH3:19])([CH3:17])[CH3:18]. The catalyst class is: 22.